This data is from Forward reaction prediction with 1.9M reactions from USPTO patents (1976-2016). The task is: Predict the product of the given reaction. (1) Given the reactants C(N(CC)CC)C.[CH2:8]([O:15][C:16]1[CH:21]=[C:20]([CH3:22])[C:19]([CH:23]2[C:31](=[O:32])[CH:30]3[CH:25]([CH:26]4[O:33][CH:29]3[CH:28]=[CH:27]4)[C:24]2=[O:34])=[C:18]([CH3:35])[CH:17]=1)[C:9]1[CH:14]=[CH:13][CH:12]=[CH:11][CH:10]=1.[CH3:36][C:37]([CH3:42])([CH3:41])[C:38](Cl)=[O:39], predict the reaction product. The product is: [CH3:36][C:37]([CH3:42])([CH3:41])[C:38]([O:32][C:31]1[CH:30]2[CH:25]([C:24](=[O:34])[C:23]=1[C:19]1[C:18]([CH3:35])=[CH:17][C:16]([O:15][CH2:8][C:9]3[CH:14]=[CH:13][CH:12]=[CH:11][CH:10]=3)=[CH:21][C:20]=1[CH3:22])[CH:26]1[O:33][CH:29]2[CH:28]=[CH:27]1)=[O:39]. (2) The product is: [NH2:8][C@H:16]1[CH2:21][CH2:20][C@H:19]([C:22]([OH:25])([CH3:23])[CH3:24])[CH2:18][CH2:17]1. Given the reactants C([N:8]([C@H:16]1[CH2:21][CH2:20][C@H:19]([C:22]([OH:25])([CH3:24])[CH3:23])[CH2:18][CH2:17]1)CC1C=CC=CC=1)C1C=CC=CC=1, predict the reaction product. (3) Given the reactants [CH2:1]([CH:3]1[C:11]2[C:6](=[CH:7][CH:8]=[C:9]([C:12]3[CH:13]=[N:14][N:15]([CH3:17])[CH:16]=3)[CH:10]=2)[NH:5][CH2:4]1)[CH3:2].Br[C:19]1[C:23]2[CH2:24][N:25]([C:28](=[O:30])[CH3:29])[CH2:26][CH2:27][C:22]=2[N:21]([CH:31]2[CH2:34][O:33][CH2:32]2)[N:20]=1.C(O[Na])(C)(C)C.COC(C)(C)C.C1(P(C2CCCCC2)C2C=CC=CC=2C2C(OC(C)C)=CC=CC=2OC(C)C)CCCCC1, predict the reaction product. The product is: [CH2:1]([CH:3]1[C:11]2[C:6](=[CH:7][CH:8]=[C:9]([C:12]3[CH:13]=[N:14][N:15]([CH3:17])[CH:16]=3)[CH:10]=2)[N:5]([C:19]2[C:23]3[CH2:24][N:25]([C:28](=[O:30])[CH3:29])[CH2:26][CH2:27][C:22]=3[N:21]([CH:31]3[CH2:32][O:33][CH2:34]3)[N:20]=2)[CH2:4]1)[CH3:2]. (4) The product is: [CH2:27]([O:26][C:4]1[C:5]([S:11][C:12]2[N:17]=[C:16]([NH:18][C:19](=[O:21])[CH3:20])[CH:15]=[C:14]([NH:22][C:23](=[O:25])[CH3:24])[N:13]=2)=[C:6]([O:8][CH2:9][CH3:10])[N:7]=[C:2]([N:33]2[CH2:34][CH2:35][N:30]([CH3:29])[CH2:31][CH2:32]2)[N:3]=1)[CH3:28]. Given the reactants F[C:2]1[N:7]=[C:6]([O:8][CH2:9][CH3:10])[C:5]([S:11][C:12]2[N:17]=[C:16]([NH:18][C:19](=[O:21])[CH3:20])[CH:15]=[C:14]([NH:22][C:23](=[O:25])[CH3:24])[N:13]=2)=[C:4]([O:26][CH2:27][CH3:28])[N:3]=1.[CH3:29][N:30]1[CH2:35][CH2:34][NH:33][CH2:32][CH2:31]1, predict the reaction product. (5) Given the reactants [NH:1]1[C:9]2[C:4](=[CH:5][CH:6]=[C:7]([C:10]([OH:12])=[O:11])[CH:8]=2)[CH:3]=[CH:2]1.C[O:14][C:15]([C@@H:17]1O[CH2:18]1)=[O:16].[H-].[Na+].Cl.[Si](C=[N+]=[N-])(C)(C)[CH3:24], predict the reaction product. The product is: [CH:3]1[C:4]2[C:9]3[N:1]([CH:17]([C:15]([OH:14])=[O:16])[CH:18]=[CH:24][C:8]=3[C:7]([C:10]([OH:12])=[O:11])=[CH:6][CH:5]=2)[CH:2]=1. (6) Given the reactants [NH2:1][C:2]1[C:3](=[O:15])[NH:4][C:5](=[O:14])[N:6]([CH2:9][CH2:10][CH2:11][CH2:12][CH3:13])[C:7]=1[NH2:8].[F:16][C:17]([F:28])([F:27])[C:18](O[C:18](=O)[C:17]([F:28])([F:27])[F:16])=O, predict the reaction product. The product is: [CH2:9]([N:6]1[C:7]2[N:8]=[C:18]([C:17]([F:28])([F:27])[F:16])[NH:1][C:2]=2[C:3](=[O:15])[NH:4][C:5]1=[O:14])[CH2:10][CH2:11][CH2:12][CH3:13].